This data is from Forward reaction prediction with 1.9M reactions from USPTO patents (1976-2016). The task is: Predict the product of the given reaction. (1) Given the reactants [C:1]([O:9]CC)(=[O:8])[CH2:2][C:3]([O:5]CC)=[O:4].C[O-].[Na+].Br[CH2:16][CH:17]1[CH2:21][CH2:20][CH2:19][CH2:18]1.[OH-].[Na+], predict the reaction product. The product is: [CH:17]1([CH2:16][CH:2]([C:3]([OH:5])=[O:4])[C:1]([OH:9])=[O:8])[CH2:21][CH2:20][CH2:19][CH2:18]1. (2) Given the reactants Br[C:2]1[CH:11]=[C:10]2[C:5]([CH:6]=[CH:7][C:8]([C@H:12]([NH:14][C:15]([C@@H:17]3[CH2:22][CH2:21][CH2:20][N:19]([C:23](=[O:34])[C@@H:24]([NH:26][C:27](=[O:33])[C@@H:28]([OH:32])[CH:29]([CH3:31])[CH3:30])[CH3:25])[NH:18]3)=[O:16])[CH3:13])=[N:9]2)=[CH:4][CH:3]=1.[CH:35]([C:37]1([C:44]([OH:46])=[O:45])[CH2:43][O:42][CH2:41][CH2:40][O:39][CH2:38]1)=[CH2:36].C(N(CC)CC)C.C1(C)C=CC=CC=1P(C1C=CC=CC=1C)C1C=CC=CC=1C, predict the reaction product. The product is: [OH:32][C@@H:28]([CH:29]([CH3:31])[CH3:30])[C:27]([NH:26][C@@H:24]([CH3:25])[C:23]([N:19]1[CH2:20][CH2:21][CH2:22][C@@H:17]([C:15]([NH:14][C@@H:12]([C:8]2[CH:7]=[CH:6][C:5]3[C:10](=[CH:11][C:2](/[CH:36]=[CH:35]/[C:37]4([C:44]([OH:46])=[O:45])[CH2:43][O:42][CH2:41][CH2:40][O:39][CH2:38]4)=[CH:3][CH:4]=3)[N:9]=2)[CH3:13])=[O:16])[NH:18]1)=[O:34])=[O:33].